This data is from NCI-60 drug combinations with 297,098 pairs across 59 cell lines. The task is: Regression. Given two drug SMILES strings and cell line genomic features, predict the synergy score measuring deviation from expected non-interaction effect. (1) Drug 1: CC(C)(C#N)C1=CC(=CC(=C1)CN2C=NC=N2)C(C)(C)C#N. Drug 2: C1=NC(=NC(=O)N1C2C(C(C(O2)CO)O)O)N. Cell line: SNB-19. Synergy scores: CSS=-3.82, Synergy_ZIP=4.11, Synergy_Bliss=-1.15, Synergy_Loewe=-16.9, Synergy_HSA=-16.7. (2) Drug 1: CNC(=O)C1=CC=CC=C1SC2=CC3=C(C=C2)C(=NN3)C=CC4=CC=CC=N4. Drug 2: C1=NC(=NC(=O)N1C2C(C(C(O2)CO)O)O)N. Cell line: NCI-H460. Synergy scores: CSS=3.91, Synergy_ZIP=-7.94, Synergy_Bliss=-5.05, Synergy_Loewe=-17.2, Synergy_HSA=-5.48.